This data is from Forward reaction prediction with 1.9M reactions from USPTO patents (1976-2016). The task is: Predict the product of the given reaction. (1) Given the reactants [C:1]1([C:7]2([CH2:13][CH2:14][CH2:15][C:16]([O:18]CC)=[O:17])[CH2:12][CH2:11][CH2:10][CH2:9][CH2:8]2)[CH:6]=[CH:5][CH:4]=[CH:3][CH:2]=1.[OH-].[Na+].Cl, predict the reaction product. The product is: [C:1]1([C:7]2([CH2:13][CH2:14][CH2:15][C:16]([OH:18])=[O:17])[CH2:12][CH2:11][CH2:10][CH2:9][CH2:8]2)[CH:6]=[CH:5][CH:4]=[CH:3][CH:2]=1. (2) Given the reactants [CH3:1][N:2]1[CH2:7][CH2:6][N:5]([CH2:8][C:9]2[CH:14]=[CH:13][C:12]([NH:15][C:16]3[N:21]=[C:20]([C:22]4[C:23]([C:27]5[CH:32]=[CH:31][C:30]([CH3:33])=[CH:29][CH:28]=5)=[N:24][NH:25][CH:26]=4)[CH:19]=[CH:18][N:17]=3)=[CH:11][CH:10]=2)[CH2:4][CH2:3]1.[CH3:34][N:35]1[CH2:40][CH2:39][CH:38](O)[CH2:37][CH2:36]1, predict the reaction product. The product is: [CH3:1][N:2]1[CH2:7][CH2:6][N:5]([CH2:8][C:9]2[CH:10]=[CH:11][C:12]([NH:15][C:16]3[N:21]=[C:20]([C:22]4[C:23]([C:27]5[CH:32]=[CH:31][C:30]([CH3:33])=[CH:29][CH:28]=5)=[N:24][N:25]([CH:38]5[CH2:39][CH2:40][N:35]([CH3:34])[CH2:36][CH2:37]5)[CH:26]=4)[CH:19]=[CH:18][N:17]=3)=[CH:13][CH:14]=2)[CH2:4][CH2:3]1. (3) Given the reactants [Br:1][C:2]1[CH:3]=[C:4]([C:8](=[O:18])[CH2:9][C:10]2[CH:15]=[CH:14][C:13]([S:16][CH3:17])=[CH:12][CH:11]=2)[CH:5]=[N:6][CH:7]=1.[H-].[Na+].[CH2:21](Br)[CH:22]=[CH:23][C:24]1[CH:29]=[CH:28][CH:27]=[CH:26][CH:25]=1, predict the reaction product. The product is: [Br:1][C:2]1[CH:3]=[C:4]([C:8](=[O:18])[CH:9]([C:10]2[CH:15]=[CH:14][C:13]([S:16][CH3:17])=[CH:12][CH:11]=2)[CH2:21]/[CH:22]=[CH:23]/[C:24]2[CH:29]=[CH:28][CH:27]=[CH:26][CH:25]=2)[CH:5]=[N:6][CH:7]=1. (4) The product is: [Cl:10][C:4]1[CH:3]=[C:2]([NH:1][C:11](=[O:17])[CH2:12][CH2:13][C:14]([OH:16])=[O:15])[CH:9]=[CH:8][C:5]=1[C:6]#[N:7]. Given the reactants [NH2:1][C:2]1[CH:9]=[CH:8][C:5]([C:6]#[N:7])=[C:4]([Cl:10])[CH:3]=1.[C:11]1(=[O:17])[O:16][C:14](=[O:15])[CH2:13][CH2:12]1.Cl, predict the reaction product. (5) Given the reactants C1(CC[N:6]2[C:14]3[C:9](=[CH:10][CH:11]=[CH:12][CH:13]=3)[C:8](=[O:15])[C:7]2=[O:16])CC1.N1C2C(=CC=CC=2)C(=O)C1=O.O1C2C=CC(O)=CC=2OC1.[Br:38][C:39]1[CH:44]=[CH:43][C:42]([OH:45])=[CH:41][CH:40]=1, predict the reaction product. The product is: [Br:38][C:39]1[CH:40]=[CH:41][C:42]([OH:45])=[C:43]([C:8]2([OH:15])[C:9]3[C:14](=[CH:13][CH:12]=[CH:11][CH:10]=3)[NH:6][C:7]2=[O:16])[CH:44]=1.